From a dataset of Reaction yield outcomes from USPTO patents with 853,638 reactions. Predict the reaction yield, written as a fraction of the theoretical maximum amount of product (1.0 means a 100% yield; for example, 0.34 means a 34% yield). (1) The reactants are C[O:2][C:3]([C:5]1[C:9]([CH2:10][OH:11])=[C:8]([C:12]2[CH:17]=[CH:16][C:15]([O:18][S:19]([CH2:22][CH2:23][C:24]([F:27])([F:26])[F:25])(=[O:21])=[O:20])=[CH:14][CH:13]=2)[N:7]([C:28]2[CH:33]=[CH:32][C:31]([Cl:34])=[CH:30][C:29]=2[Cl:35])[N:6]=1)=[O:4].C1COCC1.[OH-].[Li+].Cl. The catalyst is CO.O. The product is [Cl:35][C:29]1[CH:30]=[C:31]([Cl:34])[CH:32]=[CH:33][C:28]=1[N:7]1[C:8]([C:12]2[CH:17]=[CH:16][C:15]([O:18][S:19]([CH2:22][CH2:23][C:24]([F:27])([F:26])[F:25])(=[O:21])=[O:20])=[CH:14][CH:13]=2)=[C:9]([CH2:10][OH:11])[C:5]([C:3]([OH:4])=[O:2])=[N:6]1. The yield is 0.930. (2) The reactants are [NH2:1][C:2]1[CH:10]=[CH:9][C:5]([CH2:6][CH2:7][NH2:8])=[CH:4][CH:3]=1.[C:11](O[C:11]([O:13][C:14]([CH3:17])([CH3:16])[CH3:15])=[O:12])([O:13][C:14]([CH3:17])([CH3:16])[CH3:15])=[O:12].O. The catalyst is ClCCl.C(OCC)(=O)C. The product is [C:14]([O:13][C:11](=[O:12])[NH:8][CH2:7][CH2:6][C:5]1[CH:9]=[CH:10][C:2]([NH2:1])=[CH:3][CH:4]=1)([CH3:17])([CH3:16])[CH3:15]. The yield is 0.480. (3) The reactants are Br[C:2]1[CH:3]=[CH:4][C:5]2[O:11][CH2:10][CH2:9][N:8]3[CH:12]=[C:13]([C:15]4[N:19]([CH:20]([CH3:22])[CH3:21])[N:18]=[CH:17][N:16]=4)[N:14]=[C:7]3[C:6]=2[CH:23]=1.[Cl:24][C:25]1[CH:30]=[CH:29][C:28](B(O)O)=[CH:27][CH:26]=1.C([O-])([O-])=O.[Cs+].[Cs+].O. The catalyst is O1CCOCC1. The product is [Cl:24][C:25]1[CH:30]=[CH:29][C:28]([C:2]2[CH:3]=[CH:4][C:5]3[O:11][CH2:10][CH2:9][N:8]4[CH:12]=[C:13]([C:15]5[N:19]([CH:20]([CH3:21])[CH3:22])[N:18]=[CH:17][N:16]=5)[N:14]=[C:7]4[C:6]=3[CH:23]=2)=[CH:27][CH:26]=1. The yield is 0.100.